From a dataset of Catalyst prediction with 721,799 reactions and 888 catalyst types from USPTO. Predict which catalyst facilitates the given reaction. (1) The catalyst class is: 14. Product: [F:1][C:2]1[CH:3]=[CH:4][C:5]([N:8]2[C:16]3[C:11](=[CH:12][C:13]([CH:17]([C:23]4[CH:24]=[CH:25][CH:26]=[CH:27][CH:28]=4)[CH2:18][C:19]([O:21][CH3:22])=[O:20])=[CH:14][CH:15]=3)[CH:10]=[N:9]2)=[CH:6][CH:7]=1. Reactant: [F:1][C:2]1[CH:7]=[CH:6][C:5]([N:8]2[C:16]3[C:11](=[CH:12][C:13](/[C:17](/[C:23]4[CH:28]=[CH:27][CH:26]=[CH:25][CH:24]=4)=[CH:18]/[C:19]([O:21][CH3:22])=[O:20])=[CH:14][CH:15]=3)[CH:10]=[N:9]2)=[CH:4][CH:3]=1. (2) The catalyst class is: 2. Reactant: [NH2:1][C:2]1[C:7]([C:8]([C:10]2[C:15]([O:16]C)=[CH:14][CH:13]=[C:12]([F:18])[C:11]=2[F:19])=[O:9])=[CH:6][N:5]=[C:4]([NH:20][CH:21]2[CH2:26][CH2:25][N:24]([S:27]([CH3:30])(=[O:29])=[O:28])[CH2:23][CH2:22]2)[N:3]=1.[Cl-].[Al+3].[Cl-].[Cl-].C([O-])(O)=O.[Na+]. Product: [NH2:1][C:2]1[C:7]([C:8]([C:10]2[C:15]([OH:16])=[CH:14][CH:13]=[C:12]([F:18])[C:11]=2[F:19])=[O:9])=[CH:6][N:5]=[C:4]([NH:20][CH:21]2[CH2:22][CH2:23][N:24]([S:27]([CH3:30])(=[O:28])=[O:29])[CH2:25][CH2:26]2)[N:3]=1. (3) Reactant: [OH:1][C@@:2]1([CH2:42][O:43][CH3:44])[CH2:7][CH2:6][CH2:5][CH2:4][C@H:3]1[N:8]1[C:12]([C:13]2[CH:18]=[CH:17][CH:16]=[CH:15][CH:14]=2)=[C:11]([C:19]([N:21]2[CH2:26][CH2:25][N:24]([C:27]([O:29][C:30]([CH3:33])([CH3:32])[CH3:31])=[O:28])[CH2:23][C@H:22]2[CH2:34]SC2C=CC=CC=2)=[O:20])[N:10]=[CH:9]1.[CH:45]1[CH:50]=[C:49](Cl)[CH:48]=[C:47](C(OO)=O)[CH:46]=1.[S:56]([O-:60])([O-])(=[O:58])=S.[Na+].[Na+]. Product: [OH:1][C@@:2]1([CH2:42][O:43][CH3:44])[CH2:7][CH2:6][CH2:5][CH2:4][C@H:3]1[N:8]1[C:12]([C:13]2[CH:18]=[CH:17][CH:16]=[CH:15][CH:14]=2)=[C:11]([C:19]([N:21]2[CH2:26][CH2:25][N:24]([C:27]([O:29][C:30]([CH3:32])([CH3:33])[CH3:31])=[O:28])[CH2:23][C@H:22]2[CH2:34][S:56]([C:45]2[CH:50]=[CH:49][CH:48]=[CH:47][CH:46]=2)(=[O:60])=[O:58])=[O:20])[N:10]=[CH:9]1. The catalyst class is: 4. (4) Reactant: Br[CH2:2][C:3]1[CH:8]=[CH:7][CH:6]=[CH:5][C:4]=1[N+:9]([O-:11])=[O:10].[NH:12]1[CH2:16][CH2:15][CH2:14][CH2:13]1.C(N(CC)C(C)C)(C)C.C(OCC)(=O)C. Product: [N+:9]([C:4]1[CH:5]=[CH:6][CH:7]=[CH:8][C:3]=1[CH2:2][N:12]1[CH2:16][CH2:15][CH2:14][CH2:13]1)([O-:11])=[O:10]. The catalyst class is: 163. (5) Reactant: [C:1]([O:5][CH:6]([C:10]1[CH:15]=[CH:14][CH:13]=[C:12]([CH2:16][OH:17])[C:11]=1[C:18]1[CH:19]=[CH:20][C:21]2[O:26][CH2:25][CH2:24][CH2:23][C:22]=2[CH:27]=1)[C:7]([OH:9])=[O:8])([CH3:4])([CH3:3])[CH3:2].[H-].[Na+].I[CH3:31].[Cl-].[NH4+]. Product: [C:1]([O:5][CH:6]([C:10]1[CH:15]=[CH:14][CH:13]=[C:12]([CH2:16][O:17][CH3:31])[C:11]=1[C:18]1[CH:19]=[CH:20][C:21]2[O:26][CH2:25][CH2:24][CH2:23][C:22]=2[CH:27]=1)[C:7]([OH:9])=[O:8])([CH3:4])([CH3:2])[CH3:3]. The catalyst class is: 7. (6) Reactant: [CH2:1]([O:3][C:4]([C:6]1[C:7](=[O:25])[N:8]([CH2:18][C:19]2[CH:24]=[CH:23][CH:22]=[CH:21][N:20]=2)[C:9]2[C:14]([C:15]=1Cl)=[CH:13][C:12]([F:17])=[CH:11][CH:10]=2)=[O:5])[CH3:2].[CH3:26][N:27]1[CH2:32][CH2:31][NH:30][CH2:29][CH2:28]1.C1N2CCN(CC2)C1. Product: [CH2:1]([O:3][C:4]([C:6]1[C:7](=[O:25])[N:8]([CH2:18][C:19]2[CH:24]=[CH:23][CH:22]=[CH:21][N:20]=2)[C:9]2[C:14]([C:15]=1[N:30]1[CH2:31][CH2:32][N:27]([CH3:26])[CH2:28][CH2:29]1)=[CH:13][C:12]([F:17])=[CH:11][CH:10]=2)=[O:5])[CH3:2]. The catalyst class is: 44. (7) Reactant: [F:1][C:2]1[CH:3]=[N:4][CH:5]=[CH:6][C:7]=1[C:8]1[N:9]=[C:10]([NH2:21])[C:11]([NH2:20])=[N:12][C:13]=1[C:14]1[CH:15]=[N:16][CH:17]=[CH:18][CH:19]=1.[F:22][C:23]1[CH:31]=[CH:30][C:26]([C:27](Cl)=O)=[CH:25][CH:24]=1.O. Product: [F:22][C:23]1[CH:31]=[CH:30][C:26]([C:27]2[NH:20][C:11]3=[N:12][C:13]([C:14]4[CH:15]=[N:16][CH:17]=[CH:18][CH:19]=4)=[C:8]([C:7]4[CH:6]=[CH:5][N:4]=[CH:3][C:2]=4[F:1])[N:9]=[C:10]3[N:21]=2)=[CH:25][CH:24]=1. The catalyst class is: 17.